From a dataset of Forward reaction prediction with 1.9M reactions from USPTO patents (1976-2016). Predict the product of the given reaction. (1) Given the reactants [CH2:1]([O:8][C:9]([NH:11][C@@H:12]1[CH2:17][CH2:16][CH2:15][N:14]([C:18]2[CH:30]=[CH:29][C:28]([C:31]#[N:32])=[C:27]3[C:19]=2[C:20]2[CH:21]=[CH:22][C:23]([C:33](O)=[O:34])=[CH:24][C:25]=2[NH:26]3)[CH2:13]1)=[O:10])[C:2]1[CH:7]=[CH:6][CH:5]=[CH:4][CH:3]=1.C(Cl)CCl.C1C=CC2N(O)N=NC=2C=1.[CH3:50][N:51]1[CH2:56][CH2:55][NH:54][CH2:53][CH2:52]1, predict the reaction product. The product is: [C:31]([C:28]1[C:27]2[NH:26][C:25]3[C:20](=[CH:21][CH:22]=[C:23]([C:33]([N:54]4[CH2:55][CH2:56][N:51]([CH3:50])[CH2:52][CH2:53]4)=[O:34])[CH:24]=3)[C:19]=2[C:18]([N:14]2[CH2:15][CH2:16][CH2:17][C@@H:12]([NH:11][C:9](=[O:10])[O:8][CH2:1][C:2]3[CH:7]=[CH:6][CH:5]=[CH:4][CH:3]=3)[CH2:13]2)=[CH:30][CH:29]=1)#[N:32]. (2) Given the reactants [Br:1][C:2]1[C:7]([CH3:8])=[C:6]([CH3:9])[CH:5]=[CH:4][C:3]=1[N+:10]([O-])=O.O.O.Cl[Sn]Cl.O.C([O-])(O)=O.[Na+], predict the reaction product. The product is: [Br:1][C:2]1[C:7]([CH3:8])=[C:6]([CH3:9])[CH:5]=[CH:4][C:3]=1[NH2:10]. (3) Given the reactants Br[C:2]1[CH:3]=[CH:4][C:5]([C:8]([F:11])([F:10])[F:9])=[N:6][CH:7]=1.CON(C)[C:15]([C:17]1[CH:18]=[N:19][N:20]([CH3:22])[CH:21]=1)=[O:16], predict the reaction product. The product is: [CH3:22][N:20]1[CH:21]=[C:17]([C:15]([C:2]2[CH:7]=[N:6][C:5]([C:8]([F:11])([F:10])[F:9])=[CH:4][CH:3]=2)=[O:16])[CH:18]=[N:19]1. (4) Given the reactants [CH2:1]([O:8][C:9]1[C:18]([CH:19]=[O:20])=[C:17]2[C:12]([C:13](=[O:32])[C:14]([CH3:31])=[C:15]([CH:21]3[CH2:26][CH2:25][N:24]([C:27](=[O:30])[CH2:28][CH3:29])[CH2:23][CH2:22]3)[O:16]2)=[CH:11][CH:10]=1)[C:2]1[CH:7]=[CH:6][CH:5]=[CH:4][CH:3]=1.[CH:33]1([Mg]Br)[CH2:35][CH2:34]1.Cl.O, predict the reaction product. The product is: [CH2:1]([O:8][C:9]1[C:18]([CH:19]([CH:33]2[CH2:35][CH2:34]2)[OH:20])=[C:17]2[C:12]([C:13](=[O:32])[C:14]([CH3:31])=[C:15]([CH:21]3[CH2:26][CH2:25][N:24]([C:27](=[O:30])[CH2:28][CH3:29])[CH2:23][CH2:22]3)[O:16]2)=[CH:11][CH:10]=1)[C:2]1[CH:7]=[CH:6][CH:5]=[CH:4][CH:3]=1. (5) Given the reactants [C:1]([C:5]1[S:9][C:8]([NH2:10])=[N:7][CH:6]=1)([CH3:4])([CH3:3])[CH3:2].[Br:11][CH2:12][CH2:13][CH2:14][C:15]([F:18])([F:17])[F:16], predict the reaction product. The product is: [BrH:11].[C:1]([C:5]1[S:9][C:8](=[NH:10])[N:7]([CH2:12][CH2:13][CH2:14][C:15]([F:18])([F:17])[F:16])[CH:6]=1)([CH3:4])([CH3:3])[CH3:2]. (6) Given the reactants [CH3:1][O:2][C:3]([C:5]1[CH:13]=[C:12]2[C:8]([C:9]([C:15]([O:17]CC)=O)=[C:10]([NH2:14])[NH:11]2)=[CH:7][CH:6]=1)=[O:4].C([O-])=O.[NH4+].O.[CH:25]([NH2:27])=O, predict the reaction product. The product is: [CH3:1][O:2][C:3]([C:5]1[CH:13]=[C:12]2[C:8]([C:9]3[C:15]([OH:17])=[N:27][CH:25]=[N:14][C:10]=3[NH:11]2)=[CH:7][CH:6]=1)=[O:4]. (7) Given the reactants Br[C:2]1[CH:7]=[CH:6][C:5]([S:8]([NH:11][C:12]2[N:13]=[CH:14][C:15]3[C:20]([C:21]=2[CH:22]2[CH2:24][CH2:23]2)=[CH:19][CH:18]=[CH:17][CH:16]=3)(=[O:10])=[O:9])=[CH:4][C:3]=1F.C(=O)([O-])[O-].[K+].[K+].[F:32][C:33]([F:44])([F:43])[O:34][C:35]1[CH:42]=[CH:41][C:38]([CH2:39]Br)=[CH:37][CH:36]=1.[C:45]([O:48][CH2:49]C)(=[O:47])[CH3:46], predict the reaction product. The product is: [CH:22]1([C:21]2[C:20]3[C:15](=[CH:16][CH:17]=[CH:18][CH:19]=3)[CH:14]=[N:13][C:12]=2[N:11]([CH2:39][C:38]2[CH:41]=[CH:42][C:35]([O:34][C:33]([F:44])([F:43])[F:32])=[CH:36][CH:37]=2)[S:8]([C:5]2[CH:6]=[CH:7][C:46]([C:45]([O:48][CH3:49])=[O:47])=[C:3]([CH3:2])[CH:4]=2)(=[O:9])=[O:10])[CH2:24][CH2:23]1.